Task: Predict which catalyst facilitates the given reaction.. Dataset: Catalyst prediction with 721,799 reactions and 888 catalyst types from USPTO (1) Reactant: C(OC([N:8]1[CH2:13][CH2:12][CH:11]([C:14]2[CH:19]=[CH:18][C:17]([C:20]3[CH:25]=[CH:24][C:23]([N:26]4[CH2:31][CH2:30][O:29][CH2:28][CH2:27]4)=[CH:22][CH:21]=3)=[CH:16][N:15]=2)[CH2:10][CH2:9]1)=O)(C)(C)C.C(O)(C(F)(F)F)=O.O.[OH-].[Na+]. Product: [N:26]1([C:23]2[CH:24]=[CH:25][C:20]([C:17]3[CH:18]=[CH:19][C:14]([CH:11]4[CH2:12][CH2:13][NH:8][CH2:9][CH2:10]4)=[N:15][CH:16]=3)=[CH:21][CH:22]=2)[CH2:27][CH2:28][O:29][CH2:30][CH2:31]1. The catalyst class is: 2. (2) Reactant: [NH:1]1[CH2:6][CH2:5][CH:4]([C:7]2[CH:8]=[C:9]([OH:13])[CH:10]=[CH:11][CH:12]=2)[CH2:3][CH2:2]1.C(=O)([O-])O.[Na+].Br[CH2:20][CH2:21][CH2:22][CH2:23][CH2:24][CH3:25]. Product: [CH2:20]([N:1]1[CH2:6][CH2:5][CH:4]([C:7]2[CH:12]=[CH:11][CH:10]=[C:9]([OH:13])[CH:8]=2)[CH2:3][CH2:2]1)[CH2:21][CH2:22][CH2:23][CH2:24][CH3:25]. The catalyst class is: 35. (3) Reactant: Br[CH2:2]/[CH:3]=[CH:4]/[C:5]([NH:7][C:8]1[CH:9]=[C:10]2[C:15](=[CH:16][C:17]=1[O:18][CH2:19][C:20]1([CH3:24])[CH2:23][O:22][CH2:21]1)[N:14]=[CH:13][N:12]=[C:11]2[NH:25][C:26]1[CH:31]=[CH:30][C:29]([F:32])=[C:28]([Cl:33])[CH:27]=1)=[O:6].C(N(C(C)C)CC)(C)C.[O:43]1[C@H:48]2[CH2:49][NH:50][CH2:51][C@H:47]2[O:46][CH2:45][CH2:44]1.O. Product: [Cl:33][C:28]1[CH:27]=[C:26]([NH:25][C:11]2[C:10]3[C:15](=[CH:16][C:17]([O:18][CH2:19][C:20]4([CH3:24])[CH2:23][O:22][CH2:21]4)=[C:8]([NH:7][C:5](=[O:6])/[CH:4]=[CH:3]/[CH2:2][N:50]4[CH2:49][C@H:48]5[O:43][CH2:44][CH2:45][O:46][C@H:47]5[CH2:51]4)[CH:9]=3)[N:14]=[CH:13][N:12]=2)[CH:31]=[CH:30][C:29]=1[F:32]. The catalyst class is: 44. (4) Reactant: Cl[CH2:2][C:3]([C:5]1[C:15]2=[C:16]3[C:11](=[CH:12][CH:13]=[CH:14]2)[CH2:10][CH2:9][CH2:8][N:7]3[CH:6]=1)=[O:4].[N-:17]=[N+:18]=[N-:19].[Na+].O.C(OCC)(=O)C. Product: [N:17]([CH2:2][C:3]([C:5]1[C:15]2=[C:16]3[C:11](=[CH:12][CH:13]=[CH:14]2)[CH2:10][CH2:9][CH2:8][N:7]3[CH:6]=1)=[O:4])=[N+:18]=[N-:19]. The catalyst class is: 3.